Predict the reaction yield, written as a fraction of the theoretical maximum amount of product (1.0 means a 100% yield; for example, 0.34 means a 34% yield). From a dataset of Reaction yield outcomes from USPTO patents with 853,638 reactions. (1) The reactants are Br[C:2]1[CH:3]=[CH:4][C:5]([F:8])=[N:6][CH:7]=1.CC1(C)C(C)(C)OB([C:17]2[CH:18]=[N:19][N:20](C(OC(C)(C)C)=O)[CH:21]=2)O1.C([O-])([O-])=O.[Na+].[Na+]. The catalyst is O1CCOCC1.C1C=CC([P]([Pd]([P](C2C=CC=CC=2)(C2C=CC=CC=2)C2C=CC=CC=2)([P](C2C=CC=CC=2)(C2C=CC=CC=2)C2C=CC=CC=2)[P](C2C=CC=CC=2)(C2C=CC=CC=2)C2C=CC=CC=2)(C2C=CC=CC=2)C2C=CC=CC=2)=CC=1. The product is [F:8][C:5]1[CH:4]=[CH:3][C:2]([C:17]2[CH:18]=[N:19][NH:20][CH:21]=2)=[CH:7][N:6]=1. The yield is 0.442. (2) The reactants are [Br:1][C:2]1[CH:7]=[CH:6][C:5]([NH:8][C:9]2[C:10]([CH2:25][OH:26])=[CH:11][C:12]3[N:16]([CH2:17][CH2:18][S:19]([CH3:22])(=[O:21])=[O:20])[CH:15]=[N:14][C:13]=3[C:23]=2[F:24])=[C:4]([Cl:27])[CH:3]=1.CC(C)=O. The catalyst is C1COCC1.O=[Mn]=O. The product is [Br:1][C:2]1[CH:7]=[CH:6][C:5]([NH:8][C:9]2[C:10]([CH:25]=[O:26])=[CH:11][C:12]3[N:16]([CH2:17][CH2:18][S:19]([CH3:22])(=[O:21])=[O:20])[CH:15]=[N:14][C:13]=3[C:23]=2[F:24])=[C:4]([Cl:27])[CH:3]=1. The yield is 0.820. (3) The reactants are [Cl:1][C:2]1[C:10]([I:11])=[CH:9][C:5]([C:6]([OH:8])=[O:7])=[C:4]([O:12][CH3:13])[CH:3]=1.[CH3:14]O. No catalyst specified. The product is [Cl:1][C:2]1[C:10]([I:11])=[CH:9][C:5]([C:6]([O:8][CH3:14])=[O:7])=[C:4]([O:12][CH3:13])[CH:3]=1. The yield is 0.850. (4) The reactants are [C:1]1([S:7]([N:10]2[C:14]3[CH:15]=[N:16][C:17]([C:20]#[N:21])=[C:18]([OH:19])[C:13]=3[C:12]3[CH:22]=[C:23]([Br:26])[CH:24]=[N:25][C:11]2=3)(=[O:9])=[O:8])[CH:6]=[CH:5][CH:4]=[CH:3][CH:2]=1.[C:27]([O:31][C:32]([N:34]1[CH2:39][CH2:38][CH:37](O)[CH2:36][CH2:35]1)=[O:33])([CH3:30])([CH3:29])[CH3:28].C1(P(C2C=CC=CC=2)C2C=CC=CC=2)C=CC=CC=1.N(C(OCC)=O)=NC(OCC)=O. The catalyst is C1COCC1. The product is [C:27]([O:31][C:32]([N:34]1[CH2:39][CH2:38][CH:37]([O:19][C:18]2[C:13]3[C:12]4[CH:22]=[C:23]([Br:26])[CH:24]=[N:25][C:11]=4[N:10]([S:7]([C:1]4[CH:2]=[CH:3][CH:4]=[CH:5][CH:6]=4)(=[O:8])=[O:9])[C:14]=3[CH:15]=[N:16][C:17]=2[C:20]#[N:21])[CH2:36][CH2:35]1)=[O:33])([CH3:30])([CH3:28])[CH3:29]. The yield is 0.780.